Dataset: Full USPTO retrosynthesis dataset with 1.9M reactions from patents (1976-2016). Task: Predict the reactants needed to synthesize the given product. (1) Given the product [Br:18][C:19]1[CH:20]=[CH:21][C:22]([C:25]2[CH:29]=[C:28]([CH2:30][N:14]3[CH:13]=[C:12]4[N:17]=[C:9]([C:3]5[CH:4]=[CH:5][CH:6]=[C:7]([F:8])[C:2]=5[F:1])[N:10]=[C:11]4[CH:16]=[N:15]3)[O:27][N:26]=2)=[CH:23][CH:24]=1, predict the reactants needed to synthesize it. The reactants are: [F:1][C:2]1[C:7]([F:8])=[CH:6][CH:5]=[CH:4][C:3]=1[C:9]1[N:17]=[C:12]2[CH:13]=[N:14][NH:15][CH:16]=[C:11]2[N:10]=1.[Br:18][C:19]1[CH:24]=[CH:23][C:22]([C:25]2[CH:29]=[C:28]([CH2:30]Cl)[O:27][N:26]=2)=[CH:21][CH:20]=1. (2) Given the product [Br:1][CH:2]1[CH2:15][CH2:16][N:5]([CH2:6][C:7]2[CH:12]=[CH:11][C:10]([O:13][CH3:14])=[CH:9][CH:8]=2)[C:3]1=[O:4], predict the reactants needed to synthesize it. The reactants are: [Br:1][CH:2]([CH2:15][CH2:16]Br)[C:3]([NH:5][CH2:6][C:7]1[CH:12]=[CH:11][C:10]([O:13][CH3:14])=[CH:9][CH:8]=1)=[O:4].[H-].[Na+]. (3) Given the product [S:1]1[C:5]2[CH:6]=[CH:7][C:8]([NH:10][C:11]3[CH:23]=[C:22]([CH2:24][CH2:25][C:26]4[CH:31]=[CH:30][CH:29]=[C:28]([O:32][CH3:33])[CH:27]=4)[CH:21]=[CH:20][C:12]=3[C:13]([OH:15])=[O:14])=[CH:9][C:4]=2[CH:3]=[CH:2]1, predict the reactants needed to synthesize it. The reactants are: [S:1]1[C:5]2[CH:6]=[CH:7][C:8]([NH:10][C:11]3[CH:23]=[C:22]([CH2:24][CH2:25][C:26]4[CH:31]=[CH:30][CH:29]=[C:28]([O:32][CH3:33])[CH:27]=4)[CH:21]=[CH:20][C:12]=3[C:13]([O:15]C(C)(C)C)=[O:14])=[CH:9][C:4]=2[CH:3]=[CH:2]1. (4) Given the product [Br:1][C:2]1[CH:3]=[C:4]([C:9]([NH:12][C:13]2[C:14]([NH:20][CH2:21][CH3:22])=[N:15][C:16]([Cl:19])=[CH:17][CH:18]=2)=[O:10])[C:5]([Cl:8])=[N:6][CH:7]=1, predict the reactants needed to synthesize it. The reactants are: [Br:1][C:2]1[CH:3]=[C:4]([C:9](Cl)=[O:10])[C:5]([Cl:8])=[N:6][CH:7]=1.[NH2:12][C:13]1[C:14]([NH:20][CH2:21][CH3:22])=[N:15][C:16]([Cl:19])=[CH:17][CH:18]=1.C([O-])(O)=O.[Na+].O. (5) Given the product [CH3:1][C:2]1[CH:3]=[CH:4][C:5]([C:9]([C:11]2[C:20](=[O:21])[C:19]3[C:14](=[CH:15][CH:16]=[CH:17][CH:18]=3)[N:13]([CH2:27][C:26]3[CH:29]=[CH:30][CH:31]=[CH:32][C:25]=3[F:24])[CH:12]=2)=[O:10])=[N:6][C:7]=1[CH3:8], predict the reactants needed to synthesize it. The reactants are: [CH3:1][C:2]1[CH:3]=[CH:4][C:5]([C:9]([C:11]2[C:20](=[O:21])[C:19]3[C:14](=[CH:15][CH:16]=[CH:17][CH:18]=3)[NH:13][CH:12]=2)=[O:10])=[N:6][C:7]=1[CH3:8].[H-].[Na+].[F:24][C:25]1[CH:32]=[CH:31][CH:30]=[CH:29][C:26]=1[CH2:27]Br. (6) Given the product [Cl:1][C:2]1[CH:3]=[CH:4][C:5]([C:8]2[CH:9]=[C:10]([NH:20][C:21](=[O:26])[CH2:22][CH2:23][CH2:24][CH3:25])[CH:11]=[N:12][C:13]=2[O:14][CH2:15][C:16]([F:17])([F:18])[F:19])=[CH:6][CH:7]=1, predict the reactants needed to synthesize it. The reactants are: [Cl:1][C:2]1[CH:7]=[CH:6][C:5]([C:8]2[CH:9]=[C:10]([NH2:20])[CH:11]=[N:12][C:13]=2[O:14][CH2:15][C:16]([F:19])([F:18])[F:17])=[CH:4][CH:3]=1.[C:21](O)(=[O:26])[CH2:22][CH2:23][CH2:24][CH3:25].CN1CCOCC1.CN(C(ON1N=NC2C=CC=CC1=2)=[N+](C)C)C.F[P-](F)(F)(F)(F)F. (7) Given the product [NH2:1][C:2]1[C:7]([C:8]([C:10]2[C:15]([O:16][CH3:17])=[CH:14][CH:13]=[C:12]([F:18])[C:11]=2[F:19])=[O:9])=[CH:6][N:5]=[C:4]([NH:20][CH:21]2[CH2:26][CH2:25][N:24]([S:27]([CH2:30][CH2:31][CH2:32][NH:34][C@H:35]([CH2:36][OH:37])[CH2:38][CH3:39])(=[O:29])=[O:28])[CH2:23][CH2:22]2)[N:3]=1, predict the reactants needed to synthesize it. The reactants are: [NH2:1][C:2]1[C:7]([C:8]([C:10]2[C:15]([O:16][CH3:17])=[CH:14][CH:13]=[C:12]([F:18])[C:11]=2[F:19])=[O:9])=[CH:6][N:5]=[C:4]([NH:20][CH:21]2[CH2:26][CH2:25][N:24]([S:27]([CH2:30][CH2:31][CH2:32]Cl)(=[O:29])=[O:28])[CH2:23][CH2:22]2)[N:3]=1.[NH2:34][C@@H:35]([CH2:38][CH3:39])[CH2:36][OH:37].